This data is from Reaction yield outcomes from USPTO patents with 853,638 reactions. The task is: Predict the reaction yield, written as a fraction of the theoretical maximum amount of product (1.0 means a 100% yield; for example, 0.34 means a 34% yield). (1) The reactants are [CH3:1][O:2][CH:3]([O:13][CH3:14])[C:4]1[NH:5][CH:6]=[C:7]([C:9]([F:12])([F:11])[F:10])[N:8]=1.F[C:16]1[CH:21]=[CH:20][C:19]([N+:22]([O-:24])=[O:23])=[CH:18][CH:17]=1.C([O-])([O-])=O.[K+].[K+]. The catalyst is CN(C=O)C.O. The product is [CH3:14][O:13][CH:3]([O:2][CH3:1])[C:4]1[N:5]([C:16]2[CH:21]=[CH:20][C:19]([N+:22]([O-:24])=[O:23])=[CH:18][CH:17]=2)[CH:6]=[C:7]([C:9]([F:12])([F:11])[F:10])[N:8]=1. The yield is 0.673. (2) The product is [F:1][C:2]1[CH:7]=[CH:6][C:5]([CH2:8][C:9]2[CH:18]=[C:17]3[C:12]([C:13]([OH:26])=[C:14]([C:21]([NH:27][C:28]4([CH2:33][OH:34])[CH2:32][CH2:31][CH2:30][CH2:29]4)=[O:22])[C:15](=[O:20])[N:16]3[CH3:19])=[N:11][CH:10]=2)=[CH:4][CH:3]=1. No catalyst specified. The yield is 0.480. The reactants are [F:1][C:2]1[CH:7]=[CH:6][C:5]([CH2:8][C:9]2[CH:18]=[C:17]3[C:12]([C:13]([OH:26])=[C:14]([C:21](OCC)=[O:22])[C:15](=[O:20])[N:16]3[CH3:19])=[N:11][CH:10]=2)=[CH:4][CH:3]=1.[NH2:27][C:28]1([CH2:33][OH:34])[CH2:32][CH2:31][CH2:30][CH2:29]1.